Dataset: Forward reaction prediction with 1.9M reactions from USPTO patents (1976-2016). Task: Predict the product of the given reaction. (1) Given the reactants [OH:1][C:2]1[CH:7]=[CH:6][C:5]([C:8](=[O:38])[CH2:9][CH2:10][C:11]([N:13]2[CH2:18][CH2:17][N:16]([C:19]3[CH:24]=[CH:23][C:22]([NH:25][C:26]([C:28]4[CH:37]=[CH:36][C:35]5[C:30](=[CH:31][CH:32]=[CH:33][CH:34]=5)[CH:29]=4)=[O:27])=[CH:21][CH:20]=3)[CH2:15][CH2:14]2)=[O:12])=[CH:4][CH:3]=1.C(=O)([O-])[O-].[K+].[K+].[S:45]([O:55][CH2:56][CH2:57]OS(C1C=CC(C)=CC=1)(=O)=O)([C:48]1[CH:54]=[CH:53][C:51]([CH3:52])=[CH:50][CH:49]=1)(=[O:47])=[O:46], predict the reaction product. The product is: [CH:29]1[C:30]2[C:35](=[CH:34][CH:33]=[CH:32][CH:31]=2)[CH:36]=[CH:37][C:28]=1[C:26]([NH:25][C:22]1[CH:21]=[CH:20][C:19]([N:16]2[CH2:15][CH2:14][N:13]([C:11](=[O:12])[CH2:10][CH2:9][C:8]([C:5]3[CH:6]=[CH:7][C:2]([O:1][CH2:57][CH2:56][O:55][S:45]([C:48]4[CH:54]=[CH:53][C:51]([CH3:52])=[CH:50][CH:49]=4)(=[O:47])=[O:46])=[CH:3][CH:4]=3)=[O:38])[CH2:18][CH2:17]2)=[CH:24][CH:23]=1)=[O:27]. (2) The product is: [Cl:24][C:25]1[CH:26]=[C:27]([CH2:33][NH:1][C@H:2]2[CH2:7][CH2:6][N:5]([CH2:8][CH2:9][N:10]3[C:19]4[C:14](=[N:15][CH:16]=[C:17]([O:20][CH3:21])[CH:18]=4)[CH:13]=[CH:12][C:11]3=[O:22])[CH2:4][C@H:3]2[OH:23])[CH:28]=[N:29][C:30]=1[CH2:31][OH:32]. Given the reactants [NH2:1][C@H:2]1[CH2:7][CH2:6][N:5]([CH2:8][CH2:9][N:10]2[C:19]3[C:14](=[N:15][CH:16]=[C:17]([O:20][CH3:21])[CH:18]=3)[CH:13]=[CH:12][C:11]2=[O:22])[CH2:4][C@H:3]1[OH:23].[Cl:24][C:25]1[CH:26]=[C:27]([CH:33]=O)[CH:28]=[N:29][C:30]=1[CH2:31][OH:32].C(O[BH-](OC(=O)C)OC(=O)C)(=O)C.[Na+], predict the reaction product. (3) Given the reactants [CH3:1][OH:2].[H-].[Na+].Br[C:6]1[CH:31]=[N:30][C:9]2[N:10]=[C:11]([N:17]3[CH2:20][CH:19]([N:21]([CH3:29])[C:22](=[O:28])[O:23][C:24]([CH3:27])([CH3:26])[CH3:25])[CH2:18]3)[C:12]3[N:13]([CH:14]=[N:15][N:16]=3)[C:8]=2[CH:7]=1, predict the reaction product. The product is: [CH3:1][O:2][C:6]1[CH:31]=[N:30][C:9]2[N:10]=[C:11]([N:17]3[CH2:20][CH:19]([N:21]([CH3:29])[C:22](=[O:28])[O:23][C:24]([CH3:27])([CH3:26])[CH3:25])[CH2:18]3)[C:12]3[N:13]([CH:14]=[N:15][N:16]=3)[C:8]=2[CH:7]=1. (4) The product is: [CH2:21]([O:20][C:18]([N:2]([CH3:1])[C:3]1[CH:4]=[CH:5][C:6]([C:7]([OH:9])=[O:8])=[CH:10][CH:11]=1)=[O:19])[C:22]1[CH:27]=[CH:26][CH:25]=[CH:24][CH:23]=1. Given the reactants [CH3:1][NH:2][C:3]1[CH:11]=[CH:10][C:6]([C:7]([OH:9])=[O:8])=[CH:5][CH:4]=1.C(=O)(O)[O-].[Na+].Cl[C:18]([O:20][CH2:21][C:22]1[CH:27]=[CH:26][CH:25]=[CH:24][CH:23]=1)=[O:19].Cl, predict the reaction product. (5) Given the reactants [Cl:1][C:2]1[CH:10]=[CH:9][CH:8]=[C:7]([Cl:11])[C:3]=1[C:4]([NH2:6])=[O:5].C(Cl)(=O)[C:13](Cl)=[O:14], predict the reaction product. The product is: [Cl:1][C:2]1[CH:10]=[CH:9][CH:8]=[C:7]([Cl:11])[C:3]=1[C:4]([N:6]=[C:13]=[O:14])=[O:5]. (6) Given the reactants CN(C(ON1N=NC2C=CC=CC1=2)=[N+](C)C)C.F[P-](F)(F)(F)(F)F.CC1N(C(C2C=CC(Cl)=CC=2)=O)C2C=CC(OC)=CC=2C=1CC(O)=O.C(N(CC)CC)C.[Cl:57][C:58]1[CH:98]=[CH:97][C:61]([C:62]([N:64]2[C:72]3[C:67](=[CH:68][C:69]([O:73][CH3:74])=[CH:70][CH:71]=3)[C:66]([CH2:75][C:76]([O:78][C:79]3[CH:95]=[CH:94][C:82]([C:83]([O:85][CH2:86][CH:87]4[CH2:91][O:90]C(C)(C)[O:88]4)=[O:84])=[CH:81][CH:80]=3)=[O:77])=[C:65]2[CH3:96])=[O:63])=[CH:60][CH:59]=1, predict the reaction product. The product is: [Cl:57][C:58]1[CH:59]=[CH:60][C:61]([C:62]([N:64]2[C:72]3[C:67](=[CH:68][C:69]([O:73][CH3:74])=[CH:70][CH:71]=3)[C:66]([CH2:75][C:76]([O:78][C:79]3[CH:95]=[CH:94][C:82]([C:83]([O:85][CH2:86][CH:87]([OH:88])[CH2:91][OH:90])=[O:84])=[CH:81][CH:80]=3)=[O:77])=[C:65]2[CH3:96])=[O:63])=[CH:97][CH:98]=1. (7) Given the reactants [F:1][C:2]1[CH:7]=[CH:6][C:5]([OH:8])=[CH:4][CH:3]=1.Br[CH2:10][C@@H:11]([CH3:14])[CH2:12][Cl:13], predict the reaction product. The product is: [Cl:13][CH2:12][C@H:11]([CH3:14])[CH2:10][O:8][C:5]1[CH:6]=[CH:7][C:2]([F:1])=[CH:3][CH:4]=1. (8) Given the reactants [NH2:1][CH2:2][C@@H:3]([OH:22])[C@@H:4]([NH:14][C:15](=[O:21])[O:16][C:17]([CH3:20])([CH3:19])[CH3:18])[CH2:5][C:6]1[CH:11]=[C:10]([F:12])[CH:9]=[C:8]([F:13])[CH:7]=1.[NH:23]1[CH:27]=[CH:26][CH:25]=[C:24]1[CH:28]=O.C(N(CC)CC)C.S([O-])([O-])(=O)=O.[Mg+2].[BH4-].[Na+], predict the reaction product. The product is: [F:12][C:10]1[CH:11]=[C:6]([CH:7]=[C:8]([F:13])[CH:9]=1)[CH2:5][C@H:4]([NH:14][C:15](=[O:21])[O:16][C:17]([CH3:19])([CH3:18])[CH3:20])[C@H:3]([OH:22])[CH2:2][NH:1][CH2:28][C:24]1[NH:23][CH:27]=[CH:26][CH:25]=1. (9) Given the reactants [OH:1][C:2]1([CH2:21][CH2:22][C:23]2[CH:28]=[CH:27][CH:26]=[CH:25][CH:24]=2)[CH2:20][CH:5]2[CH2:6][N:7]([CH:9]([CH3:19])[C:10]([C:12]3[CH:17]=[CH:16][C:15]([OH:18])=[CH:14][CH:13]=3)=[O:11])[CH2:8][CH:4]2[CH2:3]1.[BH4-].[Na+], predict the reaction product. The product is: [OH:11][CH:10]([C:12]1[CH:17]=[CH:16][C:15]([OH:18])=[CH:14][CH:13]=1)[CH:9]([N:7]1[CH2:6][CH:5]2[CH2:20][C:2]([CH2:21][CH2:22][C:23]3[CH:28]=[CH:27][CH:26]=[CH:25][CH:24]=3)([OH:1])[CH2:3][CH:4]2[CH2:8]1)[CH3:19]. (10) Given the reactants F[C:2]1[CH:7]=[C:6]([F:8])[CH:5]=[CH:4][C:3]=1[C:9]1[CH:14]=[CH:13][C:12]([F:15])=[CH:11][C:10]=1[CH:16]([NH2:18])[CH3:17].C[O:20][C:21]1[CH:29]=[CH:28][C:24]([C:25](Cl)=[O:26])=[CH:23][CH:22]=1.C(N(CC)C(C)C)(C)C, predict the reaction product. The product is: [F:8][C:6]1[CH:7]=[CH:2][C:3]2[C:9]3[C:10]([CH:16]([CH3:17])[N:18]([C:25]([C:24]4[CH:28]=[CH:29][C:21]([OH:20])=[CH:22][CH:23]=4)=[O:26])[C:4]=2[CH:5]=1)=[CH:11][C:12]([F:15])=[CH:13][CH:14]=3.